This data is from NCI-60 drug combinations with 297,098 pairs across 59 cell lines. The task is: Regression. Given two drug SMILES strings and cell line genomic features, predict the synergy score measuring deviation from expected non-interaction effect. Drug 1: CC1=C2C(C(=O)C3(C(CC4C(C3C(C(C2(C)C)(CC1OC(=O)C(C(C5=CC=CC=C5)NC(=O)OC(C)(C)C)O)O)OC(=O)C6=CC=CC=C6)(CO4)OC(=O)C)O)C)O. Drug 2: CCC1=C2CN3C(=CC4=C(C3=O)COC(=O)C4(CC)O)C2=NC5=C1C=C(C=C5)O. Cell line: SK-MEL-28. Synergy scores: CSS=18.7, Synergy_ZIP=-2.54, Synergy_Bliss=5.51, Synergy_Loewe=-1.72, Synergy_HSA=2.87.